From a dataset of Forward reaction prediction with 1.9M reactions from USPTO patents (1976-2016). Predict the product of the given reaction. (1) Given the reactants [Li]CCCC.[O:6]1[C:10]2[CH:11]=[CH:12][C:13]([CH2:15][N:16]([CH2:33][C:34]3[CH:42]=[CH:41][C:37]4[O:38][CH2:39][O:40][C:36]=4[CH:35]=3)[CH2:17][C:18]3[N:22]([CH2:23][CH2:24][CH2:25][CH3:26])[CH:21]=[N:20][C:19]=3[C:27]3[CH:32]=[CH:31][CH:30]=[CH:29][CH:28]=3)=[CH:14][C:9]=2[O:8][CH2:7]1.[CH3:43][C:44](OC(C)=O)=[O:45], predict the reaction product. The product is: [O:38]1[C:37]2[CH:41]=[CH:42][C:34]([CH2:33][N:16]([CH2:17][C:18]3[N:22]([CH2:23][CH2:24][CH2:25][CH3:26])[C:21]([C:44](=[O:45])[CH3:43])=[N:20][C:19]=3[C:27]3[CH:32]=[CH:31][CH:30]=[CH:29][CH:28]=3)[CH2:15][C:13]3[CH:12]=[CH:11][C:10]4[O:6][CH2:7][O:8][C:9]=4[CH:14]=3)=[CH:35][C:36]=2[O:40][CH2:39]1. (2) Given the reactants [F:1][CH2:2][CH2:3][OH:4].C(N(CC)C(C)C)(C)C.O(S(C(F)(F)F)(=O)=O)S(C(F)(F)F)(=O)=O.O[C:30]1[CH:37]=[C:36]([CH3:38])[C:33]([CH:34]=[O:35])=[C:32]([CH3:39])[CH:31]=1, predict the reaction product. The product is: [F:1][CH2:2][CH2:3][O:4][C:30]1[CH:37]=[C:36]([CH3:38])[C:33]([CH:34]=[O:35])=[C:32]([CH3:39])[CH:31]=1.